This data is from Reaction yield outcomes from USPTO patents with 853,638 reactions. The task is: Predict the reaction yield, written as a fraction of the theoretical maximum amount of product (1.0 means a 100% yield; for example, 0.34 means a 34% yield). (1) The reactants are [Br:1][C:2]1[CH:7]=[CH:6][C:5]([CH2:8]Br)=[CH:4][CH:3]=1.[CH2:10]([NH2:12])[CH3:11]. No catalyst specified. The product is [Br:1][C:2]1[CH:7]=[CH:6][C:5]([CH2:8][NH:12][CH2:10][CH3:11])=[CH:4][CH:3]=1. The yield is 0.750. (2) The reactants are Cl[C:2]1[C:11]2[C:6](=[C:7]([O:14][CH3:15])[C:8]([O:12][CH3:13])=[CH:9][CH:10]=2)[N:5]=[CH:4][N:3]=1.[O:16]1[CH2:20][CH2:19][CH:18]([NH2:21])[CH2:17]1.CCN(C(C)C)C(C)C. The catalyst is CN(C=O)C. The product is [CH3:13][O:12][C:8]1[C:7]([O:14][CH3:15])=[C:6]2[C:11]([C:2]([NH:21][CH:18]3[CH2:19][CH2:20][O:16][CH2:17]3)=[N:3][CH:4]=[N:5]2)=[CH:10][CH:9]=1. The yield is 0.760. (3) The reactants are [CH3:1][O:2][C:3](=[O:17])[C:4]1[CH:9]=[CH:8][C:7]([NH:10][C:11]2[CH:16]=[CH:15][CH:14]=[CH:13][CH:12]=2)=[CH:6][CH:5]=1. The catalyst is CC(O)=O.CC([O-])=O.CC([O-])=O.[Pd+2]. The product is [CH3:1][O:2][C:3]([C:4]1[CH:5]=[CH:6][C:7]2[NH:10][C:11]3[C:12]([C:8]=2[CH:9]=1)=[CH:13][CH:14]=[CH:15][CH:16]=3)=[O:17]. The yield is 0.603.